From a dataset of NCI-60 drug combinations with 297,098 pairs across 59 cell lines. Regression. Given two drug SMILES strings and cell line genomic features, predict the synergy score measuring deviation from expected non-interaction effect. (1) Drug 1: C1CN1C2=NC(=NC(=N2)N3CC3)N4CC4. Drug 2: C1CN(CCN1C(=O)CCBr)C(=O)CCBr. Cell line: OVCAR-4. Synergy scores: CSS=6.21, Synergy_ZIP=-1.50, Synergy_Bliss=1.97, Synergy_Loewe=0.616, Synergy_HSA=0.970. (2) Drug 1: C1=CC=C(C=C1)NC(=O)CCCCCCC(=O)NO. Drug 2: C1CN(CCN1C(=O)CCBr)C(=O)CCBr. Cell line: SNB-19. Synergy scores: CSS=19.5, Synergy_ZIP=-3.11, Synergy_Bliss=3.36, Synergy_Loewe=3.16, Synergy_HSA=3.12. (3) Drug 1: CC12CCC3C(C1CCC2NC(=O)OCC(F)(F)F)CCC4C3(C=CC(=O)N4C)C. Drug 2: CC1CCC2CC(C(=CC=CC=CC(CC(C(=O)C(C(C(=CC(C(=O)CC(OC(=O)C3CCCCN3C(=O)C(=O)C1(O2)O)C(C)CC4CCC(C(C4)OC)OP(=O)(C)C)C)C)O)OC)C)C)C)OC. Cell line: OVCAR3. Synergy scores: CSS=13.6, Synergy_ZIP=-2.09, Synergy_Bliss=3.93, Synergy_Loewe=-1.66, Synergy_HSA=3.05. (4) Drug 1: CC1=C(C=C(C=C1)NC2=NC=CC(=N2)N(C)C3=CC4=NN(C(=C4C=C3)C)C)S(=O)(=O)N.Cl. Drug 2: CN1C(=O)N2C=NC(=C2N=N1)C(=O)N. Cell line: 786-0. Synergy scores: CSS=4.60, Synergy_ZIP=-1.00, Synergy_Bliss=-0.652, Synergy_Loewe=-0.551, Synergy_HSA=-0.717. (5) Drug 1: C1=C(C(=O)NC(=O)N1)F. Drug 2: C(CCl)NC(=O)N(CCCl)N=O. Cell line: LOX IMVI. Synergy scores: CSS=39.8, Synergy_ZIP=-3.85, Synergy_Bliss=-3.86, Synergy_Loewe=-2.52, Synergy_HSA=-0.422. (6) Drug 1: CN(C(=O)NC(C=O)C(C(C(CO)O)O)O)N=O. Drug 2: C1C(C(OC1N2C=NC(=NC2=O)N)CO)O. Cell line: K-562. Synergy scores: CSS=34.6, Synergy_ZIP=0.477, Synergy_Bliss=1.30, Synergy_Loewe=-0.594, Synergy_HSA=4.95. (7) Drug 1: C1=NC2=C(N1)C(=S)N=CN2. Drug 2: C1CNP(=O)(OC1)N(CCCl)CCCl. Cell line: NCIH23. Synergy scores: CSS=31.7, Synergy_ZIP=-7.94, Synergy_Bliss=-2.93, Synergy_Loewe=-18.2, Synergy_HSA=-3.49. (8) Drug 1: CC(C)NC(=O)C1=CC=C(C=C1)CNNC.Cl. Drug 2: CC1C(C(CC(O1)OC2CC(CC3=C2C(=C4C(=C3O)C(=O)C5=C(C4=O)C(=CC=C5)OC)O)(C(=O)CO)O)N)O.Cl. Cell line: IGROV1. Synergy scores: CSS=36.9, Synergy_ZIP=-0.479, Synergy_Bliss=-1.74, Synergy_Loewe=-1.31, Synergy_HSA=-0.675.